From a dataset of Reaction yield outcomes from USPTO patents with 853,638 reactions. Predict the reaction yield, written as a fraction of the theoretical maximum amount of product (1.0 means a 100% yield; for example, 0.34 means a 34% yield). (1) The reactants are C(=O)(OC(C)(C)C)[O:2][C:3]1[N:7]([C:8]2[CH:13]=[CH:12][CH:11]=[CH:10][N:9]=2)[N:6]=[C:5]([C:14]2[CH:15]=[C:16]([C:20]3[CH:25]=[CH:24][C:23]([O:26][CH2:27][C:28]4[CH:33]=[CH:32][CH:31]=[CH:30][CH:29]=4)=[CH:22][CH:21]=3)[CH:17]=[CH:18][CH:19]=2)[CH:4]=1.C(=O)(OC(C)(C)C)OC1N(C2C=CC=CN=2)N=C(C2C=CC(C3C=CC=CC=3)=CC=2)C=1. No catalyst specified. The product is [CH2:27]([O:26][C:23]1[CH:22]=[CH:21][C:20]([C:16]2[CH:17]=[CH:18][CH:19]=[C:14]([C:5]3[CH:4]=[C:3]([OH:2])[N:7]([C:8]4[CH:13]=[CH:12][CH:11]=[CH:10][N:9]=4)[N:6]=3)[CH:15]=2)=[CH:25][CH:24]=1)[C:28]1[CH:29]=[CH:30][CH:31]=[CH:32][CH:33]=1. The yield is 0.890. (2) The catalyst is C1COCC1. The reactants are [C:1](Cl)(=[O:4])[CH2:2][CH3:3].[NH2:6][C:7]1[CH:8]=[C:9]([CH:13]2[CH2:18][CH2:17][N:16]([C:19]([O:21][C:22]([CH3:25])([CH3:24])[CH3:23])=[O:20])[CH2:15][CH2:14]2)[CH:10]=[CH:11][CH:12]=1.O. The yield is 0.990. The product is [C:1]([NH:6][C:7]1[CH:8]=[C:9]([CH:13]2[CH2:14][CH2:15][N:16]([C:19]([O:21][C:22]([CH3:25])([CH3:24])[CH3:23])=[O:20])[CH2:17][CH2:18]2)[CH:10]=[CH:11][CH:12]=1)(=[O:4])[CH2:2][CH3:3]. (3) The reactants are FC(F)(F)C(O[C:6](=[O:11])[C:7](F)(F)F)=O.[Br:14][C:15]1C(C)=[N+:17]([O-])[CH:18]=[CH:19][CH:20]=1. The catalyst is C(Cl)Cl.C(OCC)(=O)C. The product is [Br:14][C:15]1[C:7]([CH2:6][OH:11])=[N:17][CH:18]=[CH:19][CH:20]=1. The yield is 0.750.